From a dataset of Reaction yield outcomes from USPTO patents with 853,638 reactions. Predict the reaction yield, written as a fraction of the theoretical maximum amount of product (1.0 means a 100% yield; for example, 0.34 means a 34% yield). (1) The reactants are [OH:1][N:2]1[C:6](=[O:7])[C:5]2=[CH:8][CH:9]=[CH:10][CH:11]=[C:4]2[C:3]1=[O:12].CCN(CC)CC.Br[CH2:21][CH:22]1[CH2:27][CH2:26][CH2:25][CH2:24][CH2:23]1. The catalyst is CN(C=O)C. The product is [CH:22]1([CH2:21][O:1][N:2]2[C:3](=[O:12])[C:4]3=[CH:11][CH:10]=[CH:9][CH:8]=[C:5]3[C:6]2=[O:7])[CH2:27][CH2:26][CH2:25][CH2:24][CH2:23]1. The yield is 0.530. (2) The reactants are [C:1]([O:5][C:6]([NH:8][C:9]1[S:13][C:12]([C:14]2[C:19]([F:20])=[CH:18][CH:17]=[CH:16][C:15]=2[F:21])=[N:11][C:10]=1[C:22]([OH:24])=O)=[O:7])([CH3:4])([CH3:3])[CH3:2].ClC(N(C)C)=C(C)C.[NH2:33][C:34]1[CH:35]=[N:36][C:37]2[C:42]([C:43]=1[N:44]1[CH2:49][CH2:48][CH2:47][C@H:46]([NH:50][C:51](=[O:57])[O:52][C:53]([CH3:56])([CH3:55])[CH3:54])[CH2:45]1)=[CH:41][CH:40]=[CH:39][CH:38]=2.N1C=CC=CC=1. The catalyst is C1COCC1. The product is [C:1]([O:5][C:6]([NH:8][C:9]1[S:13][C:12]([C:14]2[C:15]([F:21])=[CH:16][CH:17]=[CH:18][C:19]=2[F:20])=[N:11][C:10]=1[C:22]([NH:33][C:34]1[CH:35]=[N:36][C:37]2[C:42]([C:43]=1[N:44]1[CH2:49][CH2:48][CH2:47][C@H:46]([NH:50][C:51](=[O:57])[O:52][C:53]([CH3:55])([CH3:54])[CH3:56])[CH2:45]1)=[CH:41][CH:40]=[CH:39][CH:38]=2)=[O:24])=[O:7])([CH3:3])([CH3:4])[CH3:2]. The yield is 0.910.